From a dataset of Forward reaction prediction with 1.9M reactions from USPTO patents (1976-2016). Predict the product of the given reaction. (1) Given the reactants [CH3:1][O:2][C:3](=[O:32])[CH2:4][O:5][C:6]1[CH:11]=[CH:10][CH:9]=[CH:8][C:7]=1[N:12]([C:14](=[O:31])[C:15]1[CH:20]=[CH:19][C:18]([Cl:21])=[C:17](B2OC(C)(C)C(C)(C)O2)[CH:16]=1)[CH3:13].Br[C:34]1[C:35]([CH3:41])=[CH:36][C:37]([Cl:40])=[N:38][CH:39]=1.C([O-])([O-])=O.[K+].[K+], predict the reaction product. The product is: [CH3:1][O:2][C:3](=[O:32])[CH2:4][O:5][C:6]1[CH:11]=[CH:10][CH:9]=[CH:8][C:7]=1[N:12]([C:14](=[O:31])[C:15]1[CH:20]=[CH:19][C:18]([Cl:21])=[C:17]([C:34]2[CH:39]=[N:38][C:37]([Cl:40])=[CH:36][C:35]=2[CH3:41])[CH:16]=1)[CH3:13]. (2) Given the reactants [CH3:1][C:2]([C:4]1[CH:9]=[CH:8][C:7]([O:10][CH3:11])=[C:6]([O:12][CH3:13])[CH:5]=1)=[O:3].C(=O)([O-])[O-].[Na+].[Na+], predict the reaction product. The product is: [CH3:13][O:12][C:6]1[CH:5]=[C:4]([CH:2]([OH:3])[CH3:1])[CH:9]=[CH:8][C:7]=1[O:10][CH3:11]. (3) Given the reactants [F:1][C:2]1[CH:3]=[CH:4][C:5]([N+:10]([O-:12])=[O:11])=[C:6]([CH:9]=1)[CH:7]=O.C(O)=O.[C:16]([OH:22])(=[O:21])[CH2:17]C(O)=O.C([O-])=O.[NH4+:26].Cl, predict the reaction product. The product is: [NH2:26][CH:7]([C:6]1[CH:9]=[C:2]([F:1])[CH:3]=[CH:4][C:5]=1[N+:10]([O-:12])=[O:11])[CH2:17][C:16]([OH:22])=[O:21]. (4) Given the reactants C(OC([N:8]1[CH2:13][CH2:12][N:11]([C:14]([C:16]2[CH:17]=[C:18]([C:25]3[CH:30]=[C:29]([Cl:31])[CH:28]=[CH:27][C:26]=3[Cl:32])[C:19]([Cl:24])=[CH:20][C:21]=2[O:22][CH3:23])=[O:15])[CH:10]([CH2:33][OH:34])[CH2:9]1)=O)(C)(C)C.[C:35]([OH:39])(=O)[CH:36]=[CH2:37].F[P-](F)(F)(F)(F)F.N1(O[P+](N(C)C)(N(C)C)N(C)C)C2C=CC=CC=2N=N1.CCN(C(C)C)C(C)C, predict the reaction product. The product is: [OH:34][CH2:33][CH:10]1[N:11]([C:14]([C:16]2[CH:17]=[C:18]([C:25]3[CH:30]=[C:29]([Cl:31])[CH:28]=[CH:27][C:26]=3[Cl:32])[C:19]([Cl:24])=[CH:20][C:21]=2[O:22][CH3:23])=[O:15])[CH2:12][CH2:13][N:8]([C:35](=[O:39])[CH:36]=[CH2:37])[CH2:9]1. (5) Given the reactants [CH:1]12[N:8]([C:9]([C:11]3[S:12][C:13](Br)=[C:14]([C:16]4[CH:21]=[CH:20][C:19]([Cl:22])=[CH:18][CH:17]=4)[N:15]=3)=[O:10])[CH:5]([CH2:6][CH2:7]1)[CH2:4][O:3][CH2:2]2.C(O)C.[NH2:27][S:28]([C:31]1[CH:36]=[CH:35][C:34](B(O)O)=[CH:33][CH:32]=1)(=[O:30])=[O:29].C(=O)([O-])[O-].[K+].[K+], predict the reaction product. The product is: [CH:1]12[N:8]([C:9]([C:11]3[S:12][C:13]([C:34]4[CH:35]=[CH:36][C:31]([S:28]([NH2:27])(=[O:30])=[O:29])=[CH:32][CH:33]=4)=[C:14]([C:16]4[CH:21]=[CH:20][C:19]([Cl:22])=[CH:18][CH:17]=4)[N:15]=3)=[O:10])[CH:5]([CH2:6][CH2:7]1)[CH2:4][O:3][CH2:2]2. (6) The product is: [N:24]1([C:30]2[N:35]3[CH:36]=[C:37]([CH2:39][N:11]([CH:9]4[C:10]5[N:1]=[CH:2][CH:3]=[CH:4][C:5]=5[CH2:6][CH2:7][CH2:8]4)[CH2:12][CH2:13][CH2:14][CH2:15][NH2:16])[N:38]=[C:34]3[CH:33]=[CH:32][CH:31]=2)[CH2:29][CH2:28][O:27][CH2:26][CH2:25]1. Given the reactants [N:1]1[C:10]2[CH:9]([NH:11][CH2:12][CH2:13][CH2:14][CH2:15][NH:16]C(=O)OC(C)(C)C)[CH2:8][CH2:7][CH2:6][C:5]=2[CH:4]=[CH:3][CH:2]=1.[N:24]1([C:30]2[N:35]3[CH:36]=[C:37]([CH:39]=O)[N:38]=[C:34]3[CH:33]=[CH:32][CH:31]=2)[CH2:29][CH2:28][O:27][CH2:26][CH2:25]1.C(O)(=O)C.C(O[BH-](OC(=O)C)OC(=O)C)(=O)C.[Na+], predict the reaction product. (7) Given the reactants [F:1][C:2]([F:15])([F:14])[S:3]([O:6]S(C(F)(F)F)(=O)=O)(=[O:5])=[O:4].[C:16]([O:20][C:21]([N:23]1[CH2:31][C:30]2[C:25](=[CH:26][CH:27]=[C:28](O)[CH:29]=2)[CH2:24]1)=[O:22])([CH3:19])([CH3:18])[CH3:17], predict the reaction product. The product is: [C:16]([O:20][C:21]([N:23]1[CH2:31][C:30]2[C:25](=[CH:26][CH:27]=[C:28]([O:6][S:3]([C:2]([F:15])([F:14])[F:1])(=[O:5])=[O:4])[CH:29]=2)[CH2:24]1)=[O:22])([CH3:19])([CH3:17])[CH3:18].